From a dataset of Catalyst prediction with 721,799 reactions and 888 catalyst types from USPTO. Predict which catalyst facilitates the given reaction. (1) Reactant: [CH2:1]([O:8][C:9]1[CH:17]=[CH:16][C:12]([C:13]([NH2:15])=[O:14])=[CH:11][CH:10]=1)[C:2]1[CH:7]=[CH:6][CH:5]=[CH:4][CH:3]=1.Cl[C:19]([S:21]Cl)=[O:20]. Product: [CH2:1]([O:8][C:9]1[CH:10]=[CH:11][C:12]([C:13]2[O:14][C:19](=[O:20])[S:21][N:15]=2)=[CH:16][CH:17]=1)[C:2]1[CH:3]=[CH:4][CH:5]=[CH:6][CH:7]=1. The catalyst class is: 11. (2) Reactant: C(N(CC)CC)C.[CH3:8][C:9]1[N:10]([CH2:20][CH2:21][OH:22])[CH:11]=[C:12]([C:14]2[CH:19]=[CH:18][CH:17]=[CH:16][CH:15]=2)[CH:13]=1.[C:23]1([CH3:33])[CH:28]=[CH:27][C:26]([S:29](Cl)(=[O:31])=[O:30])=[CH:25][CH:24]=1. Product: [CH3:33][C:23]1[CH:28]=[CH:27][C:26]([S:29]([O:22][CH2:21][CH2:20][N:10]2[CH:11]=[C:12]([C:14]3[CH:19]=[CH:18][CH:17]=[CH:16][CH:15]=3)[CH:13]=[C:9]2[CH3:8])(=[O:31])=[O:30])=[CH:25][CH:24]=1. The catalyst class is: 46. (3) Product: [C:13]1([C:12](=[N:1][CH:2]2[CH2:7][CH2:6][CH2:5][CH:4]([C:8]([O:10][CH3:11])=[O:9])[CH2:3]2)[C:19]2[CH:20]=[CH:21][CH:22]=[CH:23][CH:24]=2)[CH:18]=[CH:17][CH:16]=[CH:15][CH:14]=1. Reactant: [NH2:1][CH:2]1[CH2:7][CH2:6][CH2:5][CH:4]([C:8]([O:10][CH3:11])=[O:9])[CH2:3]1.[C:12](=N)([C:19]1[CH:24]=[CH:23][CH:22]=[CH:21][CH:20]=1)[C:13]1[CH:18]=[CH:17][CH:16]=[CH:15][CH:14]=1. The catalyst class is: 4. (4) Reactant: Br[C:2]1[CH:3]=[CH:4][C:5]([C:8]2[CH:12]=[C:11]([C:13]3[CH:18]=[CH:17][CH:16]=[CH:15][N:14]=3)[N:10]([CH2:19][C:20]3[CH:25]=[CH:24][CH:23]=[CH:22][C:21]=3[F:26])[N:9]=2)=[N:6][CH:7]=1.[CH3:27][S:28]([O-:30])=[O:29].[Na+].[NH4+].[Cl-].C([O-])(O)=O.[Na+]. The catalyst class is: 156. Product: [F:26][C:21]1[CH:22]=[CH:23][CH:24]=[CH:25][C:20]=1[CH2:19][N:10]1[C:11]([C:13]2[CH:18]=[CH:17][CH:16]=[CH:15][N:14]=2)=[CH:12][C:8]([C:5]2[CH:4]=[CH:3][C:2]([S:28]([CH3:27])(=[O:30])=[O:29])=[CH:7][N:6]=2)=[N:9]1. (5) Reactant: [Cl:1][C:2]1[CH:3]=[C:4]([C:24]([F:27])([F:26])[F:25])[N:5]2[CH2:22][CH2:21][N:20]([CH3:23])[C:7]3([CH2:12][CH2:11][N:10](C(OC(C)(C)C)=O)[CH2:9][CH2:8]3)[C:6]=12.FC(F)(F)C(O)=O.C(=O)(O)[O-].[Na+]. Product: [Cl:1][C:2]1[CH:3]=[C:4]([C:24]([F:26])([F:25])[F:27])[N:5]2[CH2:22][CH2:21][N:20]([CH3:23])[C:7]3([CH2:8][CH2:9][NH:10][CH2:11][CH2:12]3)[C:6]=12. The catalyst class is: 2. (6) Reactant: [H-].[Al+3].[Li+].[H-].[H-].[H-].O=[C:8]1[NH:13][C:12]2[CH:14]=[C:15]([CH2:18][O:19]C(=O)C)[CH:16]=[CH:17][C:11]=2[S:10][CH2:9]1. Product: [S:10]1[C:11]2[CH:17]=[CH:16][C:15]([CH2:18][OH:19])=[CH:14][C:12]=2[NH:13][CH2:8][CH2:9]1. The catalyst class is: 1.